From a dataset of NCI-60 drug combinations with 297,098 pairs across 59 cell lines. Regression. Given two drug SMILES strings and cell line genomic features, predict the synergy score measuring deviation from expected non-interaction effect. Drug 1: CC1C(C(=O)NC(C(=O)N2CCCC2C(=O)N(CC(=O)N(C(C(=O)O1)C(C)C)C)C)C(C)C)NC(=O)C3=C4C(=C(C=C3)C)OC5=C(C(=O)C(=C(C5=N4)C(=O)NC6C(OC(=O)C(N(C(=O)CN(C(=O)C7CCCN7C(=O)C(NC6=O)C(C)C)C)C)C(C)C)C)N)C. Drug 2: C(CCl)NC(=O)N(CCCl)N=O. Cell line: SNB-19. Synergy scores: CSS=34.1, Synergy_ZIP=-11.1, Synergy_Bliss=-4.12, Synergy_Loewe=-35.8, Synergy_HSA=-2.14.